From a dataset of Experimentally validated miRNA-target interactions with 360,000+ pairs, plus equal number of negative samples. Binary Classification. Given a miRNA mature sequence and a target amino acid sequence, predict their likelihood of interaction. (1) The miRNA is hsa-miR-181a-5p with sequence AACAUUCAACGCUGUCGGUGAGU. The protein sequence of the target gene is MFQLPILNFSPQQVAGVCETLEESGDVERLGRFLWSLPVAPAACEALNKNESVLRARAIVAFHGGNYRELYHILENHKFTKESHAKLQALWLEAHYQEAEKLRGRPLGPVDKYRVRKKFPLPRTIWDGEQKTHCFKERTRHLLREWYLQDPYPNPSKKRELAQATGLTPTQVGNWFKNRRQRDRAAAAKNRLQQQVLSQGSGRALRAEGDGTPEVLGVATSPAASLSSKAATSAISITSSDSECDI. Result: 1 (interaction). (2) The miRNA is rno-miR-19b-3p with sequence UGUGCAAAUCCAUGCAAAACUGA. The protein sequence of the target gene is MVRKLKFHEQKLLKQVDFLNWEVTDHNLHELRVLRRYRLQRREEYTRYNQLSRAVRELARRLRDLPERDPFRVRASAALLDKLYAMGLVPTRGSLELCDSVSASSFCRRRLPTLLLKLRMAQHLQAAVAFVEQGHVRVGPDVVTDPAFLVTRSMEDFVTWVDSSKIKRHVLEYNEERDDFDLDA. Result: 0 (no interaction). (3) The miRNA is hsa-miR-645 with sequence UCUAGGCUGGUACUGCUGA. The protein sequence of the target gene is MTEGTCLRRRGGPYKTEPATDLTRWRLQNELGRQRWTYYQAEDDPGREQTGLEAHSLGLDTRSYFTDLPKAQTAHEGALNGVTFYAKLQAEDGHWAGDYGGPLFLLPGLLITCHISHISLPAGYREEMVRYLRSVQLPDGGWGLHIEDKSTVFGTALNYVALRILGIGPDDPDLVRARNVLHKKGGAVAIPSWGKFWLAVLNVYSWEGLNTLFPEMWLFPEWVPAHPSTLWCHCRQVYLPMSYCYATRLSASEDPLVQSLRQELYVQDYASIDWPAQRNNVSPDEMYTPHSWLLHVVYGL.... Result: 0 (no interaction). (4) The miRNA is hsa-miR-34a-5p with sequence UGGCAGUGUCUUAGCUGGUUGU. The protein sequence of the target gene is MDKKSFEMVLDEIRKAVLTEYKLKAIEYVHGYFSSEQVVDLLRYFSWAEPQLKAMKALQHKMVAVQPTEVVNILNCFTFSKDKLVALELLASNIIDAQNSRPIEDLFRVNMSEKKRCKRILEQAFKGGCKAPHAMISSCGTIPGNPYPKGRPSRINGIFPGTPLKKDGEECTNEGKGIAARILGPSKPPPSTYNPHKPVPYPIPPCRPHATIAPSAYNNAGLVPLANVIAPPPPPYTPNPVGTENEDLSNPSKPIQNQTFSTPASQLFSPHGSNPSTPAATPVPTASPVKAINHPSASAA.... Result: 1 (interaction). (5) The miRNA is mmu-miR-124-3p with sequence UAAGGCACGCGGUGAAUGCC. The protein sequence of the target gene is MPVTEKDLAEDAPWKKIQQNTFTRWCNEHLKCVNKRIGNLQTDLSDGLRLIALLEVLSQKRMHHKYHQRPTFRQMKLENVSVALEFLDHESIKLVSIDSKAIVDGNLKLILGLVWTLILHYSISMPVWEDEGDDDAKKQTPKQRLLGWIQNKIPYLPITNFNQNWQDGKALGALVDSCAPGLCPDWESWDPRKPVDNAREAMQQADDWLGVPQVITPEEIIHPDVDEHSVMTYLSQFPKAKLKPGAPLKPKLNPKKARAYGRGIEPTGNMVKQPAKFTVDTISAGQGDVMVFVEDPEGNK.... Result: 1 (interaction).